This data is from Acute oral toxicity (LD50) regression data from Zhu et al.. The task is: Regression/Classification. Given a drug SMILES string, predict its toxicity properties. Task type varies by dataset: regression for continuous values (e.g., LD50, hERG inhibition percentage) or binary classification for toxic/non-toxic outcomes (e.g., AMES mutagenicity, cardiotoxicity, hepatotoxicity). Dataset: ld50_zhu. The molecule is CCS(=O)CSP(=S)(OC(C)C)OC(C)C. The rat oral LD50 is 4.09, given as -log10 of the dose in mol/kg body weight (higher means more acutely toxic).